This data is from Forward reaction prediction with 1.9M reactions from USPTO patents (1976-2016). The task is: Predict the product of the given reaction. (1) Given the reactants [CH2:1]([Li])CCC.[CH:6]([NH:9][CH:10]([CH3:12])C)(C)C.[C:13]([O:17][C:18]([N:20]1[CH2:25][CH2:24][C:23](=[O:26])[CH2:22][CH2:21]1)=[O:19])([CH3:16])([CH3:15])[CH3:14].[CH:27]1[CH:32]=[CH:31][C:30]([N:33](S(C(F)(F)F)(=O)=O)[S:34]([C:37]([F:40])([F:39])[F:38])(=[O:36])=[O:35])=[CH:29][CH:28]=1, predict the reaction product. The product is: [CH:23]1([CH2:24][CH2:25][NH:20][C:18]([C:27]2[CH:32]=[CH:31][C:30]([C:29]3[CH2:28][CH2:6][NH:9][CH2:10][CH:12]=3)=[N:33][CH:1]=2)=[O:19])[CH2:22][CH2:21]1.[C:13]([O:17][C:18]([N:20]1[CH2:21][CH:22]=[C:23]([O:26][S:34]([C:37]([F:40])([F:39])[F:38])(=[O:36])=[O:35])[CH2:24][CH2:25]1)=[O:19])([CH3:16])([CH3:14])[CH3:15]. (2) The product is: [C:47]([C:43]1[CH:44]=[C:45]2[C:40](=[CH:41][CH:42]=1)[C:39](=[O:51])[N:38]([C:24]1[CH:25]=[CH:26][CH:27]=[C:28]([C:2]3[CH:3]=[C:4]([NH:10][C:11]4[CH:15]=[CH:14][N:13]([CH2:16][CH3:17])[N:12]=4)[C:5](=[O:9])[N:6]([CH3:8])[N:7]=3)[C:23]=1[CH2:22][OH:21])[CH2:46]2)([CH3:50])([CH3:48])[CH3:49]. Given the reactants Cl[C:2]1[CH:3]=[C:4]([NH:10][C:11]2[CH:15]=[CH:14][N:13]([CH2:16][CH3:17])[N:12]=2)[C:5](=[O:9])[N:6]([CH3:8])[N:7]=1.C([O:21][CH2:22][C:23]1[C:28](B2OC(C)(C)C(C)(C)O2)=[CH:27][CH:26]=[CH:25][C:24]=1[N:38]1[CH2:46][C:45]2[C:40](=[CH:41][CH:42]=[C:43]([C:47]([CH3:50])([CH3:49])[CH3:48])[CH:44]=2)[C:39]1=[O:51])(=O)C.C(=O)([O-])[O-].[Na+].[Na+].O.[OH-].[Li+], predict the reaction product. (3) Given the reactants [OH:1][C:2]1[CH:7]=[CH:6][C:5]([C@H:8](/[CH:15]=[CH:16]/[CH3:17])[CH2:9][C:10]([O:12][CH2:13][CH3:14])=[O:11])=[CH:4][CH:3]=1.[CH2:18]([O:22][C:23]1[CH:28]=[CH:27][C:26]([O:29][CH3:30])=[CH:25][C:24]=1[C:31]1[CH:36]=[C:35]([CH2:37]Cl)[CH:34]=[CH:33][C:32]=1[C:39]([CH3:42])([CH3:41])[CH3:40])[CH2:19][CH2:20][CH3:21].C(=O)([O-])[O-].[Cs+].[Cs+], predict the reaction product. The product is: [CH2:18]([O:22][C:23]1[CH:28]=[CH:27][C:26]([O:29][CH3:30])=[CH:25][C:24]=1[C:31]1[C:32]([C:39]([CH3:42])([CH3:41])[CH3:40])=[CH:33][CH:34]=[C:35]([CH2:37][O:1][C:2]2[CH:3]=[CH:4][C:5]([C@H:8](/[CH:15]=[CH:16]/[CH3:17])[CH2:9][C:10]([O:12][CH2:13][CH3:14])=[O:11])=[CH:6][CH:7]=2)[CH:36]=1)[CH2:19][CH2:20][CH3:21]. (4) Given the reactants [Br:1][C:2]1[CH:7]=[CH:6][C:5]([CH2:8][C:9]([N:11]2[CH2:16][CH2:15][CH2:14][C:13]([F:18])([F:17])[CH2:12]2)=O)=[CH:4][CH:3]=1.CSC.B, predict the reaction product. The product is: [Br:1][C:2]1[CH:3]=[CH:4][C:5]([CH2:8][CH2:9][N:11]2[CH2:16][CH2:15][CH2:14][C:13]([F:18])([F:17])[CH2:12]2)=[CH:6][CH:7]=1.